From a dataset of Full USPTO retrosynthesis dataset with 1.9M reactions from patents (1976-2016). Predict the reactants needed to synthesize the given product. (1) The reactants are: [CH3:1][O:2][C:3]([C:5]1[S:6][C:7]([C:10]([OH:12])=O)=[CH:8][CH:9]=1)=[O:4].Cl.CN(C)CCCN=C=NCC.O.ON1C2C=CC=CC=2N=N1.C(N(CC)CC)C.[F:43][C:44]([F:64])([F:63])[O:45][C:46]1[CH:62]=[CH:61][C:49]([CH2:50][O:51][C:52]2[CH:57]=[CH:56][C:55]([CH:58]([NH2:60])[CH3:59])=[CH:54][CH:53]=2)=[CH:48][CH:47]=1. Given the product [CH3:1][O:2][C:3]([C:5]1[S:6][C:7]([C:10](=[O:12])[NH:60][CH:58]([C:55]2[CH:56]=[CH:57][C:52]([O:51][CH2:50][C:49]3[CH:61]=[CH:62][C:46]([O:45][C:44]([F:43])([F:63])[F:64])=[CH:47][CH:48]=3)=[CH:53][CH:54]=2)[CH3:59])=[CH:8][CH:9]=1)=[O:4], predict the reactants needed to synthesize it. (2) Given the product [CH3:1][O:2][C:3]([C:5]1[CH:6]=[C:7]2[C:11](=[CH:12][CH:13]=1)[N:10]([CH2:14][CH:15]([CH3:17])[CH3:16])[CH:9]=[CH:8]2)=[O:4], predict the reactants needed to synthesize it. The reactants are: [CH3:1][O:2][C:3]([C:5]1[CH:6]=[C:7]2[C:11](=[CH:12][CH:13]=1)[NH:10][CH:9]=[CH:8]2)=[O:4].[CH2:14](I)[CH:15]([CH3:17])[CH3:16]. (3) Given the product [Br:1][C:2]1[CH:7]=[C:6]([F:8])[CH:5]=[CH:4][C:3]=1[S:9]([NH:13][C:14]1[C:26]([C:27]([O:29][CH3:30])=[O:28])=[C:18]2[O:19][CH2:20][C@H:21]3[CH2:25][CH2:24][CH2:23][N:22]3[C:17]2=[CH:16][CH:15]=1)(=[O:11])=[O:10], predict the reactants needed to synthesize it. The reactants are: [Br:1][C:2]1[CH:7]=[C:6]([F:8])[CH:5]=[CH:4][C:3]=1[S:9](Cl)(=[O:11])=[O:10].[NH2:13][C:14]1[C:26]([C:27]([O:29][CH3:30])=[O:28])=[C:18]2[O:19][CH2:20][C@H:21]3[CH2:25][CH2:24][CH2:23][N:22]3[C:17]2=[CH:16][CH:15]=1. (4) The reactants are: [Cl:1][C:2]1[N:7]=[C:6]([C:8]([OH:10])=[O:9])[C:5]([F:11])=[CH:4][CH:3]=1.ClC(Cl)(Cl)C(=N)O[C:16]([CH3:19])([CH3:18])[CH3:17].B(F)(F)F. Given the product [Cl:1][C:2]1[N:7]=[C:6]([C:8]([O:10][C:16]([CH3:19])([CH3:18])[CH3:17])=[O:9])[C:5]([F:11])=[CH:4][CH:3]=1, predict the reactants needed to synthesize it. (5) The reactants are: Br[C:2]1[N:7]2[N:8]=[C:9]([NH2:11])[N:10]=[C:6]2[CH:5]=[CH:4][CH:3]=1.C([Li])CCC.CON(C)[C:20](=[O:29])[C:21]1[CH:26]=[CH:25][N:24]=[C:23]([O:27][CH3:28])[CH:22]=1. Given the product [NH2:11][C:9]1[N:10]=[C:6]2[CH:5]=[CH:4][CH:3]=[C:2]([C:20]([C:21]3[CH:26]=[CH:25][N:24]=[C:23]([O:27][CH3:28])[CH:22]=3)=[O:29])[N:7]2[N:8]=1, predict the reactants needed to synthesize it.